From a dataset of Forward reaction prediction with 1.9M reactions from USPTO patents (1976-2016). Predict the product of the given reaction. (1) Given the reactants [O:1]1[C:5]2[CH:6]=[CH:7][C:8]([C:10]3[C:11]4[C:25](=[O:26])[O:24][C:23](=[O:27])[C:12]=4[CH:13]=[C:14]4[C:22]=3[C:18]3[O:19][CH2:20][O:21][C:17]=3[CH:16]=[CH:15]4)=[CH:9][C:4]=2[O:3][CH2:2]1.[BH4-].[Na+].Cl, predict the reaction product. The product is: [O:1]1[C:5]2[CH:6]=[CH:7][C:8]([C:10]3[C:11]4[C:25](=[O:26])[O:24][C:23](=[O:27])[C:12]=4[CH:13]=[C:14]4[C:22]=3[C:18]3[O:19][CH2:20][O:21][C:17]=3[CH:16]=[CH:15]4)=[CH:9][C:4]=2[O:3][CH2:2]1.[O:1]1[C:5]2[CH:6]=[CH:7][C:8]([C:10]3[C:11]4[CH2:25][O:24][C:23](=[O:27])[C:12]=4[CH:13]=[C:14]4[C:22]=3[C:18]3[O:19][CH2:20][O:21][C:17]=3[CH:16]=[CH:15]4)=[CH:9][C:4]=2[O:3][CH2:2]1. (2) Given the reactants [NH2:1][C:2]1[N:7]=[C:6]([C:8]2[S:12][C:11]([NH:13][C:14](=[O:16])[CH3:15])=[N:10][C:9]=2[CH3:17])[CH:5]=[CH:4][CH:3]=1.[CH3:18][S:19](O[S:19]([CH3:18])(=[O:21])=[O:20])(=[O:21])=[O:20].CCCC(C)C, predict the reaction product. The product is: [CH3:17][C:9]1[N:10]=[C:11]([NH:13][C:14](=[O:16])[CH3:15])[S:12][C:8]=1[C:6]1[CH:5]=[CH:4][CH:3]=[C:2]([NH:1][S:19]([CH3:18])(=[O:21])=[O:20])[N:7]=1.